This data is from Full USPTO retrosynthesis dataset with 1.9M reactions from patents (1976-2016). The task is: Predict the reactants needed to synthesize the given product. (1) Given the product [CH2:20]([O:19][C:13]1[CH:14]=[C:15]([I:18])[CH:16]=[CH:17][C:12]=1[CH2:11][OH:28])[CH2:21][CH2:22][CH2:23][CH2:24][CH2:25][CH3:26], predict the reactants needed to synthesize it. The reactants are: [H-].C([Al+]CC(C)C)C(C)C.[CH3:11][C:12]1[CH:17]=[CH:16][C:15]([I:18])=[CH:14][C:13]=1[O:19][CH2:20][CH2:21][CH2:22][CH2:23][CH2:24][CH2:25][CH3:26].C(C(C(C([O-])=O)O)O)([O-])=[O:28].[Na].[K]. (2) Given the product [CH:37]1([C:25]2[N:24]=[C:23]([N:13]3[CH2:14][CH2:15][N:10]([C:5]4[CH:6]=[CH:7][CH:8]=[CH:9][C:4]=4[O:3][CH3:2])[CH2:11][CH2:12]3)[C:32]3[C:27](=[CH:28][C:29]([O:35][CH3:36])=[C:30]([O:33][CH3:34])[CH:31]=3)[N:26]=2)[CH2:39][CH2:38]1, predict the reactants needed to synthesize it. The reactants are: Cl.[CH3:2][O:3][C:4]1[CH:9]=[CH:8][CH:7]=[CH:6][C:5]=1[N:10]1[CH2:15][CH2:14][NH:13][CH2:12][CH2:11]1.C([O-])([O-])=O.[K+].[K+].Cl[C:23]1[C:32]2[C:27](=[CH:28][C:29]([O:35][CH3:36])=[C:30]([O:33][CH3:34])[CH:31]=2)[N:26]=[C:25]([CH:37]2[CH2:39][CH2:38]2)[N:24]=1.ClC1N=CC2C(=CC=CC=2)N=1. (3) Given the product [Cl:1][C:2]1[CH:3]=[CH:4][C:5]([CH2:8][CH2:9][CH2:10][C:11]([NH:13][CH2:14][CH:15]2[CH2:42][CH2:41][C:18]3[NH:19][CH:20]=[N:21][C:17]=3[CH2:16]2)=[O:12])=[CH:6][CH:7]=1, predict the reactants needed to synthesize it. The reactants are: [Cl:1][C:2]1[CH:7]=[CH:6][C:5]([CH2:8][CH2:9][CH2:10][C:11]([NH:13][CH2:14][CH:15]2[CH2:42][CH2:41][C:18]3[N:19](C(C4C=CC=CC=4)(C4C=CC=CC=4)C4C=CC=CC=4)[CH:20]=[N:21][C:17]=3[CH2:16]2)=[O:12])=[CH:4][CH:3]=1.ClC1C=CC(CCCC(NCC2CCC3N=CN(C(C4C=CC=CC=4)(C4C=CC=CC=4)C4C=CC=CC=4)C=3C2)=O)=CC=1. (4) Given the product [C:18]([O:22][C:23](=[O:48])[CH2:24][N:25]1[C:29]2[CH:30]=[CH:31][C:32]([N:34]([CH2:2][C:3]3[S:4][C:5]4[CH:11]=[CH:10][CH:9]=[CH:8][C:6]=4[N:7]=3)[S:35]([C:38]3[CH:39]=[CH:40][C:41]([F:44])=[CH:42][CH:43]=3)(=[O:36])=[O:37])=[CH:33][C:28]=2[N:27]=[C:26]1[CH2:45][CH2:46][CH3:47])([CH3:21])([CH3:20])[CH3:19], predict the reactants needed to synthesize it. The reactants are: Br[CH2:2][C:3]1[S:4][C:5]2[CH:11]=[CH:10][CH:9]=[CH:8][C:6]=2[N:7]=1.C([O-])([O-])=O.[K+].[K+].[C:18]([O:22][C:23](=[O:48])[CH2:24][N:25]1[C:29]2[CH:30]=[CH:31][C:32]([NH:34][S:35]([C:38]3[CH:43]=[CH:42][C:41]([F:44])=[CH:40][CH:39]=3)(=[O:37])=[O:36])=[CH:33][C:28]=2[N:27]=[C:26]1[CH2:45][CH2:46][CH3:47])([CH3:21])([CH3:20])[CH3:19]. (5) Given the product [CH2:4]([N:11]1[CH2:20][CH2:19][C:18]2[C:17]([NH:23][C:24]3[CH:29]=[CH:28][C:27]([C:30]([F:31])([F:32])[F:33])=[CH:26][CH:25]=3)=[CH:16][C:15]([NH2:22])=[CH:14][C:13]=2[CH2:12]1)[C:5]1[CH:10]=[CH:9][CH:8]=[CH:7][CH:6]=1, predict the reactants needed to synthesize it. The reactants are: [I-].[Na+].I.[CH2:4]([N:11]1[CH2:20][CH2:19][C:18]2[C:13](=[CH:14][C:15]([NH2:22])=[CH:16][C:17]=2Cl)[CH2:12]1)[C:5]1[CH:10]=[CH:9][CH:8]=[CH:7][CH:6]=1.[NH2:23][C:24]1[CH:29]=[CH:28][C:27]([C:30]([F:33])([F:32])[F:31])=[CH:26][CH:25]=1.